Dataset: TCR-epitope binding with 47,182 pairs between 192 epitopes and 23,139 TCRs. Task: Binary Classification. Given a T-cell receptor sequence (or CDR3 region) and an epitope sequence, predict whether binding occurs between them. (1) The epitope is IVTDFSVIK. The TCR CDR3 sequence is CASRLTVIDYNEQFF. Result: 0 (the TCR does not bind to the epitope). (2) The epitope is KPLEFGATSAAL. The TCR CDR3 sequence is CASSRHGPGVDQPQHF. Result: 0 (the TCR does not bind to the epitope). (3) The epitope is KLNVGDYFV. The TCR CDR3 sequence is CASSLGQPYEQYF. Result: 1 (the TCR binds to the epitope). (4) The epitope is VLAWLYAAV. The TCR CDR3 sequence is CSVDGLAGDTQYF. Result: 1 (the TCR binds to the epitope). (5) The epitope is TLVPQEHYV. The TCR CDR3 sequence is CATSKRTSGTDTQYF. Result: 1 (the TCR binds to the epitope).